This data is from Full USPTO retrosynthesis dataset with 1.9M reactions from patents (1976-2016). The task is: Predict the reactants needed to synthesize the given product. (1) Given the product [O:1]1[CH2:6][CH2:5][O:4][C:3]2[CH:7]=[C:8]([CH:11]([O:16][CH3:17])[C:12]([NH:19][NH2:20])=[O:13])[CH:9]=[CH:10][C:2]1=2, predict the reactants needed to synthesize it. The reactants are: [O:1]1[CH2:6][CH2:5][O:4][C:3]2[CH:7]=[C:8]([CH:11]([O:16][CH3:17])[C:12](OC)=[O:13])[CH:9]=[CH:10][C:2]1=2.O.[NH2:19][NH2:20]. (2) Given the product [CH3:47][N:48]([CH3:49])[CH2:28][CH2:27][NH:26][C:24]([C:22]1[CH:21]=[CH:20][C:18]2[NH:19][C:15]([CH2:14][N:3]([CH2:1][CH3:2])[CH:4]3[C:13]4[N:12]=[CH:11][CH:10]=[CH:9][C:8]=4[CH2:7][CH2:6][CH2:5]3)=[N:16][C:17]=2[CH:23]=1)=[O:25], predict the reactants needed to synthesize it. The reactants are: [CH2:1]([N:3]([CH2:14][C:15]1[NH:19][C:18]2[CH:20]=[CH:21][C:22]([C:24]([NH:26][CH2:27][CH2:28]C3N=CNC=3)=[O:25])=[CH:23][C:17]=2[N:16]=1)[CH:4]1[C:13]2[N:12]=[CH:11][CH:10]=[CH:9][C:8]=2[CH2:7][CH2:6][CH2:5]1)[CH3:2].FC1C(OC(C2C=C[C:47]3[NH:48][C:49](CN(C)C4C5N=CC=CC=5CCC4)=NC=3C=2)=O)=C(F)C(F)=C(F)C=1F.CN(C)CCN. (3) Given the product [Cl:8][C:5]1[CH:6]=[CH:7][C:2]([NH:1][S:26]([C:23]2[CH:22]=[CH:21][C:20]([O:19][C:18]([F:17])([F:30])[F:31])=[CH:25][CH:24]=2)(=[O:28])=[O:27])=[C:3]([C:9]([C:11]2[CH:12]=[N:13][CH:14]=[CH:15][CH:16]=2)=[O:10])[CH:4]=1, predict the reactants needed to synthesize it. The reactants are: [NH2:1][C:2]1[CH:7]=[CH:6][C:5]([Cl:8])=[CH:4][C:3]=1[C:9]([C:11]1[CH:12]=[N:13][CH:14]=[CH:15][CH:16]=1)=[O:10].[F:17][C:18]([F:31])([F:30])[O:19][C:20]1[CH:25]=[CH:24][C:23]([S:26](Cl)(=[O:28])=[O:27])=[CH:22][CH:21]=1. (4) Given the product [ClH:51].[ClH:51].[CH3:1][CH:2]([CH3:44])[CH2:3][N:4]([C@H:5]1[CH2:10][C@@H:9]([C:11]([N:13]2[CH2:18][CH2:17][O:16][CH2:15][CH2:14]2)=[O:12])[CH2:8][NH:7][CH2:6]1)[C:26]([C:28]1[N:32]([CH2:33][CH2:34][C:35]2[N:39]=[CH:38][O:37][N:36]=2)[C:31]2[CH:40]=[CH:41][CH:42]=[CH:43][C:30]=2[N:29]=1)=[O:27], predict the reactants needed to synthesize it. The reactants are: [CH3:1][CH:2]([CH3:44])[CH2:3][N:4]([C:26]([C:28]1[N:32]([CH2:33][CH2:34][C:35]2[N:39]=[CH:38][O:37][N:36]=2)[C:31]2[CH:40]=[CH:41][CH:42]=[CH:43][C:30]=2[N:29]=1)=[O:27])[C@H:5]1[CH2:10][C@@H:9]([C:11]([N:13]2[CH2:18][CH2:17][O:16][CH2:15][CH2:14]2)=[O:12])[CH2:8][N:7](C(OC(C)(C)C)=O)[CH2:6]1.C(OCC)(=O)C.[ClH:51]. (5) Given the product [C:1]1([C:7]2[O:11][C:10]([C:12]3[CH:13]=[CH:14][C:15]([C:16]([OH:18])=[O:17])=[CH:20][CH:21]=3)=[N:9][N:8]=2)[CH:2]=[CH:3][CH:4]=[CH:5][CH:6]=1, predict the reactants needed to synthesize it. The reactants are: [C:1]1([C:7]2[O:11][C:10]([C:12]3[CH:21]=[CH:20][C:15]([C:16]([O:18]C)=[O:17])=[CH:14][CH:13]=3)=[N:9][N:8]=2)[CH:6]=[CH:5][CH:4]=[CH:3][CH:2]=1.[OH-].[Na+].O1CCCC1.Cl. (6) Given the product [N:12]1[CH:13]=[CH:14][CH:15]=[CH:16][C:11]=1[NH:10][C:7]1[CH:6]=[CH:5][C:4]([NH2:1])=[CH:9][N:8]=1, predict the reactants needed to synthesize it. The reactants are: [N+:1]([C:4]1[CH:5]=[CH:6][C:7]([NH:10][C:11]2[CH:16]=[CH:15][CH:14]=[CH:13][N:12]=2)=[N:8][CH:9]=1)([O-])=O.[Cl-].[NH4+]. (7) The reactants are: [C:1]([O:5][C:6]([N:8]1[C:16]2[C:11](=[CH:12][C:13]([O:17][CH2:18][CH2:19][CH2:20][CH2:21]Br)=[CH:14][CH:15]=2)[CH2:10][CH2:9]1)=[O:7])([CH3:4])([CH3:3])[CH3:2].[CH2:23]([CH2:26][NH2:27])[CH:24]=C.[CH3:28]N(C=O)C. Given the product [C:1]([O:5][C:6]([N:8]1[C:16]2[C:11](=[CH:12][C:13]([O:17][CH2:18][CH2:19][CH2:20][CH2:21][N:27]([CH2:26][CH:23]=[CH2:24])[CH3:28])=[CH:14][CH:15]=2)[CH2:10][CH2:9]1)=[O:7])([CH3:4])([CH3:3])[CH3:2], predict the reactants needed to synthesize it. (8) Given the product [CH3:10][O:11][C:12]([C:14]1[CH:19]=[CH:18][C:17]([C:3]2[CH:4]=[CH:5][C:6]([F:8])=[CH:7][C:2]=2[F:1])=[CH:16][CH:15]=1)=[O:13], predict the reactants needed to synthesize it. The reactants are: [F:1][C:2]1[CH:7]=[C:6]([F:8])[CH:5]=[CH:4][C:3]=1I.[CH3:10][O:11][C:12]([C:14]1[CH:19]=[CH:18][C:17](B(O)O)=[CH:16][CH:15]=1)=[O:13].[F-].[Cs+]. (9) Given the product [CH:1]([O:4][C:5]([N:7]1[CH2:13][CH2:12][CH2:11][CH:10]([N:14]([C:30](=[O:32])[CH3:31])[CH2:15][C:16]2[CH:21]=[C:20]([C:22]([F:25])([F:24])[F:23])[CH:19]=[C:18]([C:26]([F:29])([F:28])[F:27])[CH:17]=2)[C:9]2[CH:33]=[C:34]([N:42]([CH3:43])[CH3:39])[C:35]([CH3:37])=[CH:36][C:8]1=2)=[O:6])([CH3:3])[CH3:2], predict the reactants needed to synthesize it. The reactants are: [CH:1]([O:4][C:5]([N:7]1[CH2:13][CH2:12][CH2:11][CH:10]([N:14]([C:30](=[O:32])[CH3:31])[CH2:15][C:16]2[CH:21]=[C:20]([C:22]([F:25])([F:24])[F:23])[CH:19]=[C:18]([C:26]([F:29])([F:28])[F:27])[CH:17]=2)[C:9]2[CH:33]=[C:34](Br)[C:35]([CH3:37])=[CH:36][C:8]1=2)=[O:6])([CH3:3])[CH3:2].[C:39]([N:42](CC1C=C(C(F)(F)F)C=C(C(F)(F)F)C=1)[CH:43]1CCCN(C(OC(C)C)=O)C2C=C(Cl)C(N(C)C)=CC1=2)(=O)C. (10) Given the product [OH:8][C:9]1[CH:17]=[C:16]2[C:12]([CH:13]=[N:14][N:15]2[CH:18]2[CH2:23][CH2:22][CH2:21][CH2:20][O:19]2)=[CH:11][CH:10]=1.[CH3:24][N:25]([CH3:30])[C:26](=[O:29])[CH2:27][CH3:28], predict the reactants needed to synthesize it. The reactants are: C([O:8][C:9]1[CH:17]=[C:16]2[C:12]([CH:13]=[N:14][N:15]2[CH:18]2[CH2:23][CH2:22][CH2:21][CH2:20][O:19]2)=[CH:11][CH:10]=1)C1C=CC=CC=1.[CH3:24][N:25]([CH3:30])[C:26](=[O:29])[CH2:27][CH3:28].